This data is from Full USPTO retrosynthesis dataset with 1.9M reactions from patents (1976-2016). The task is: Predict the reactants needed to synthesize the given product. (1) Given the product [CH3:16][O:15][C:10]1[CH:11]=[C:12]2[C:7](=[CH:8][CH:9]=1)[C:6]1=[CH:17][C:2]([NH:25][CH2:24][C:23]3[CH:26]=[CH:27][CH:28]=[C:21]([O:20][CH3:19])[CH:22]=3)=[N:3][C:4](=[O:18])[N:5]1[CH2:14][CH2:13]2, predict the reactants needed to synthesize it. The reactants are: Cl[C:2]1[CH:17]=[C:6]2[C:7]3[C:12]([CH2:13][CH2:14][N:5]2[C:4](=[O:18])[N:3]=1)=[CH:11][C:10]([O:15][CH3:16])=[CH:9][CH:8]=3.[CH3:19][O:20][C:21]1[CH:22]=[C:23]([CH:26]=[CH:27][CH:28]=1)[CH2:24][NH2:25]. (2) Given the product [O:1]1[C:5]2[CH:6]=[CH:7][CH:8]=[C:9]([C:10]([CH3:20])([CH3:19])[CH2:11][C:12](=[O:18])[C:13]([OH:15])=[O:14])[C:4]=2[O:3][CH2:2]1, predict the reactants needed to synthesize it. The reactants are: [O:1]1[C:5]2[CH:6]=[CH:7][CH:8]=[C:9]([C:10]([CH3:20])([CH3:19])[CH2:11][C:12](=[O:18])[C:13]([O:15]CC)=[O:14])[C:4]=2[O:3][CH2:2]1.[OH-].[Na+]. (3) Given the product [NH2:27][C:23]1[C:22]2[N:21]([C:20]([CH:28]3[CH2:31][CH2:30][CH2:29]3)=[N:19][C:18]=2[C:14]2[CH:13]=[C:12]([CH:17]=[CH:16][CH:15]=2)[O:11][CH2:10][C:6]2[CH:5]=[C:4]([CH:9]=[CH:8][CH:7]=2)[C:3]([NH2:33])=[O:2])[CH:26]=[CH:25][N:24]=1, predict the reactants needed to synthesize it. The reactants are: C[O:2][C:3](=O)[C:4]1[CH:9]=[CH:8][CH:7]=[C:6]([CH2:10][O:11][C:12]2[CH:17]=[CH:16][CH:15]=[C:14]([C:18]3[N:19]=[C:20]([CH:28]4[CH2:31][CH2:30][CH2:29]4)[N:21]4[CH:26]=[CH:25][N:24]=[C:23]([NH2:27])[C:22]=34)[CH:13]=2)[CH:5]=1.[NH3:33]. (4) Given the product [C:1]1([S:7]([N:10]2[C:18]3[CH:17]=[CH:16][N:15]=[C:14]([Br:19])[C:13]=3[CH:12]=[C:11]2[CH3:20])(=[O:9])=[O:8])[CH:2]=[CH:3][CH:4]=[CH:5][CH:6]=1, predict the reactants needed to synthesize it. The reactants are: [C:1]1([S:7]([N:10]2[C:18]3[CH:17]=[CH:16][N:15]=[C:14]([Br:19])[C:13]=3[CH:12]=[CH:11]2)(=[O:9])=[O:8])[CH:6]=[CH:5][CH:4]=[CH:3][CH:2]=1.[CH:20]([N-]C(C)C)(C)C.[Li+].CI. (5) Given the product [CH2:18]([O:19][C:2]1[CH:3]=[C:4]([CH:8]=[C:9]([O:11][CH:12]([CH3:14])[CH3:13])[N:10]=1)[C:5]([OH:7])=[O:6])[CH:16]([CH3:17])[CH3:15], predict the reactants needed to synthesize it. The reactants are: Cl[C:2]1[CH:3]=[C:4]([CH:8]=[C:9]([O:11][CH:12]([CH3:14])[CH3:13])[N:10]=1)[C:5]([OH:7])=[O:6].[CH3:15][CH:16]([CH2:18][O-:19])[CH3:17].[Na+]. (6) Given the product [Br:20][C:21]1[CH:25]=[CH:24][S:23][C:22]=1[C:26]([N:3]1[CH2:4][C@H:5]2[C@H:1]([CH2:6]2)[C@H:2]1[CH2:7][NH:8][C:9]([C:11]1[N:18]2[C:14]([S:15][CH:16]=[CH:17]2)=[N:13][C:12]=1[CH3:19])=[O:10])=[O:27], predict the reactants needed to synthesize it. The reactants are: [C@H:1]12[CH2:6][C@H:5]1[CH2:4][NH:3][C@@H:2]2[CH2:7][NH:8][C:9]([C:11]1[N:18]2[C:14]([S:15][CH:16]=[CH:17]2)=[N:13][C:12]=1[CH3:19])=[O:10].[Br:20][C:21]1[CH:25]=[CH:24][S:23][C:22]=1[C:26](O)=[O:27].